Dataset: Forward reaction prediction with 1.9M reactions from USPTO patents (1976-2016). Task: Predict the product of the given reaction. (1) Given the reactants C[Si]([C:5]#[N:6])(C)C.[Cl:7][C:8]1[CH:13]=[CH:12][CH:11]=[CH:10][C:9]=1[CH2:14][CH2:15]C=O.N.CO.Cl.[C:22](=O)([OH:24])[O-:23].[Na+].[CH3:27][C:28]([O:31][C:32](O[C:32]([O:31][C:28]([CH3:30])([CH3:29])[CH3:27])=[O:33])=[O:33])([CH3:30])[CH3:29], predict the reaction product. The product is: [C:28]([O:31][C:32]([NH:6][CH:5]([CH2:15][CH2:14][C:9]1[CH:10]=[CH:11][CH:12]=[CH:13][C:8]=1[Cl:7])[C:22]([OH:24])=[O:23])=[O:33])([CH3:30])([CH3:29])[CH3:27]. (2) Given the reactants [Cl:1][C:2]1[CH:7]=[C:6]([N:8]=[C:9]=[S:10])[CH:5]=[C:4]([C:11]([F:14])([F:13])[F:12])[C:3]=1[C:15]1[CH:20]=[CH:19][C:18]([S:21]([NH:24][CH2:25][C@@H:26]2[CH2:30][CH2:29][CH2:28][N:27]2[C:31]([O:33][C:34]([CH3:37])([CH3:36])[CH3:35])=[O:32])(=[O:23])=[O:22])=[CH:17][CH:16]=1.[N:38]#[C:39][NH2:40].[Na].[CH3:42]O.CI, predict the reaction product. The product is: [Cl:1][C:2]1[CH:7]=[C:6]([N:8]([NH:38][C:39]#[N:40])[CH2:9][S:10][CH3:42])[CH:5]=[C:4]([C:11]([F:12])([F:13])[F:14])[C:3]=1[C:15]1[CH:16]=[CH:17][C:18]([S:21]([NH:24][CH2:25][C@@H:26]2[CH2:30][CH2:29][CH2:28][N:27]2[C:31]([O:33][C:34]([CH3:37])([CH3:36])[CH3:35])=[O:32])(=[O:23])=[O:22])=[CH:19][CH:20]=1. (3) Given the reactants [Cl:1][C:2]1[C:7]([S:8](Cl)(=[O:10])=[O:9])=[CH:6][CH:5]=[CH:4][N:3]=1.[CH3:12][O:13][C:14]1[CH:15]=[C:16]([CH:18]=[CH:19][C:20]=1[O:21][CH3:22])[NH2:17], predict the reaction product. The product is: [Cl:1][C:2]1[C:7]([S:8]([NH:17][C:16]2[CH:18]=[CH:19][C:20]([O:21][CH3:22])=[C:14]([O:13][CH3:12])[CH:15]=2)(=[O:10])=[O:9])=[CH:6][CH:5]=[CH:4][N:3]=1. (4) The product is: [O:1]=[C:2]1[N:7]([C:8]2[CH:9]=[CH:10][CH:11]=[CH:12][CH:13]=2)[C:6]([C:14]2[CH:15]=[N:16][CH:17]=[CH:18][CH:19]=2)=[N:5][CH:4]=[C:3]1[C:20]([O:22][C:37]1[CH2:36][CH2:35][CH2:34][C:33](=[O:38])[CH:32]=1)=[O:21]. Given the reactants [O:1]=[C:2]1[N:7]([C:8]2[CH:13]=[CH:12][CH:11]=[CH:10][CH:9]=2)[C:6]([C:14]2[CH:15]=[N:16][CH:17]=[CH:18][CH:19]=2)=[N:5][CH:4]=[C:3]1[C:20]([OH:22])=[O:21].[I-].ClC1C=CC=C[N+]=1C.[C:32]1(=O)[CH2:37][CH2:36][CH2:35][CH2:34][C:33]1=[O:38].C(N(CC)CC)C, predict the reaction product. (5) Given the reactants [C:1]([C:3]1[CH:4]=[N:5][C:6]([CH:14]([F:16])[F:15])=[C:7]([CH:13]=1)[C:8]([O:10]CC)=[O:9])#[N:2].O.O[Li].O.Cl, predict the reaction product. The product is: [C:1]([C:3]1[CH:4]=[N:5][C:6]([CH:14]([F:16])[F:15])=[C:7]([CH:13]=1)[C:8]([OH:10])=[O:9])#[N:2]. (6) Given the reactants C1(C)C=CC(S([O-])(=O)=O)=CC=1.Cl[C:13]1[C:22]2[C:17](=[CH:18][CH:19]=[CH:20][CH:21]=2)[N+:16]([CH3:23])=[C:15]([C:24]2[CH:29]=[CH:28][CH:27]=[CH:26][CH:25]=2)[CH:14]=1.C1(C)C=CC(S([O-])(=O)=O)=CC=1.[OH:41][CH2:42][CH2:43][CH2:44][N+:45]1[C:49]2[CH:50]=[CH:51][CH:52]=[CH:53][C:48]=2[S:47][C:46]=1[CH3:54].C(N(CC)CC)C.[Cl:62]([O-:66])(=[O:65])(=[O:64])=[O:63].[Na+], predict the reaction product. The product is: [Cl:62]([O-:66])(=[O:65])(=[O:64])=[O:63].[CH3:23][N+:16]1[C:17]2[C:22](=[CH:21][CH:20]=[CH:19][CH:18]=2)[C:13](=[CH:54][CH:46]2[N:45]([CH2:44][CH2:43][CH2:42][OH:41])[C:49]3[CH:50]=[CH:51][CH:52]=[CH:53][C:48]=3[S:47]2)[CH2:14][C:15]=1[C:24]1[CH:29]=[CH:28][CH:27]=[CH:26][CH:25]=1.